This data is from Catalyst prediction with 721,799 reactions and 888 catalyst types from USPTO. The task is: Predict which catalyst facilitates the given reaction. Reactant: C(N=C=NC(C)C)(C)C.[C:10]1([CH2:16][SH:17])[CH:15]=[CH:14][CH:13]=[CH:12][CH:11]=1.C([O:22][C:23](=[O:36])[C@@H:24]([NH:29][C:30](=[O:35])[CH2:31][CH2:32][CH:33]=[CH2:34])[CH2:25][C:26](O)=[O:27])(C)(C)C.C(O)(=O)CCC=C.C(O)(C(F)(F)F)=O. Product: [CH2:16]([S:17][C:26](=[O:27])[CH2:25][C@H:24]([NH:29][C:30](=[O:35])[CH2:31][CH2:32][CH:33]=[CH2:34])[C:23]([OH:36])=[O:22])[C:10]1[CH:15]=[CH:14][CH:13]=[CH:12][CH:11]=1. The catalyst class is: 2.